Dataset: Experimentally validated miRNA-target interactions with 360,000+ pairs, plus equal number of negative samples. Task: Binary Classification. Given a miRNA mature sequence and a target amino acid sequence, predict their likelihood of interaction. (1) The miRNA is hsa-miR-6881-5p with sequence UGGGGUAAGGAUAGGAGGGUCA. The protein sequence of the target gene is MSYAEKPDEITKDEWMEKLNNLHVQRADMNRLIMNYLVTEGFKEAAEKFRMESGIEPSVDLETLDERIKIREMILKGQIQEAIALINSLHPELLDTNRYLYFHLQQQHLIELIRQRETEAALEFAQTQLAEQGEESRECLTEMERTLALLAFDSPEESPFGDLLHMMQRQKVWSEVNQAVLDYENRESTPKLAKLLKLLLWAQNELDQKKVKYPKMTDLSKGVIEEPK. Result: 0 (no interaction). (2) The miRNA is hsa-miR-26b-5p with sequence UUCAAGUAAUUCAGGAUAGGU. The protein sequence of the target gene is MLRNSTFKNMQRRHTTLREKGRRQAIRGPAYMFNEKGTSLTPEEERFLDSAEYGNIPVVRKMLEESKTLNFNCVDYMGQNALQLAVGNEHLEVTELLLKKENLARVGDALLLAISKGYVRIVEAILNHPAFAQGQRLTLSPLEQELRDDDFYAYDEDGTRFSHDITPIILAAHCQEYEIVHILLLKGARIERPHDYFCKCNECTEKQRKDSFSHSRSRMNAYKGLASAAYLSLSSEDPVLTALELSNELARLANIETEFKNDYRKLSMQCKDFVVGVLDLCRDTEEVEAILNGDVNFQVW.... Result: 1 (interaction). (3) The miRNA is hsa-miR-218-1-3p with sequence AUGGUUCCGUCAAGCACCAUGG. The protein sequence of the target gene is MGSGAGELGRAERLPVLFLFLLSLFCPALCEQIRYRIPEEMPKGSVVGNLATDLGFSVQELPTRKLRVSSEKPYFTVSAESGELLVSSRLDREEICGKKPACALEFEAVAENPLNFYHVNVEIEDINDHTPKFTQNSFELQISESAQPGTRFILGSAHDADIGSNTLQNYQLSPSDHFSLINKEKSDGSKYPEMVLKTPLDREKQKSYHLTLTALDFGAPPLSSTAQIHVLVTDANDNAPVFSQDVYRVSLSENVYPGTTVLQVTATDQDEGVNAEITFSFSEASQITQFDLNSNTGEIT.... Result: 1 (interaction).